Task: Predict the reactants needed to synthesize the given product.. Dataset: Full USPTO retrosynthesis dataset with 1.9M reactions from patents (1976-2016) (1) Given the product [CH3:1][C:2]1[O:6][C:5]([CH2:7][NH:8][C:22]2[C:21]3[N:25]=[CH:26][N:27]([C:20]=3[N:19]=[CH:18][N:23]=2)[C@@H:28]2[O:32][C@H:31]([CH2:33][OH:34])[C@@H:30]([OH:35])[C@H:29]2[OH:36])=[CH:4][CH:3]=1, predict the reactants needed to synthesize it. The reactants are: [CH3:1][C:2]1[O:6][C:5]([CH2:7][NH2:8])=[CH:4][CH:3]=1.Cl.CC1OC(CN)=CC=1.[CH:18]1[N:23]=[C:22](Cl)[C:21]2[N:25]=[CH:26][N:27]([C@@H:28]3[O:32][C@H:31]([CH2:33][OH:34])[C@@H:30]([OH:35])[C@H:29]3[OH:36])[C:20]=2[N:19]=1.C(N(CC)CC)C. (2) Given the product [N:2]1([N:4]=[C:5]2[CH:6]=[CH:7][C:8]([N:11]3[C:20]4[C:15](=[CH:16][CH:17]=[CH:18][CH:19]=4)[CH2:14][CH:13]([NH:21][C:22]([NH:24][C:25]4[CH:30]=[CH:29][C:28]([Cl:31])=[CH:27][CH:26]=4)=[O:23])[C:12]3=[O:32])=[CH:9][CH2:10]2)[CH2:1][CH2:35][CH2:34][CH2:3]1, predict the reactants needed to synthesize it. The reactants are: [CH3:1][N:2]([N:4]=[C:5]1[CH:10]=[CH:9][C:8]([N:11]2[C:20]3[C:15](=[CH:16][CH:17]=[CH:18][CH:19]=3)[CH2:14][CH:13]([NH:21][C:22]([NH:24][C:25]3[CH:30]=[CH:29][C:28]([Cl:31])=[CH:27][CH:26]=3)=[O:23])[C:12]2=[O:32])=[CH:7][CH2:6]1)[CH3:3].N1CC[CH2:35][CH2:34]1.CC(O)=O.